This data is from Forward reaction prediction with 1.9M reactions from USPTO patents (1976-2016). The task is: Predict the product of the given reaction. (1) The product is: [Cl:27][C:10]1[N:11]=[N:12][C:13]([CH3:14])=[C:8]([C:4]2[CH:5]=[CH:6][CH:7]=[C:2]([Cl:1])[CH:3]=2)[C:9]=1[C:16]1[C:21]([F:22])=[CH:20][C:19]([F:23])=[CH:18][C:17]=1[F:24]. Given the reactants [Cl:1][C:2]1[CH:3]=[C:4]([C:8]2[C:13]([CH3:14])=[N:12][NH:11][C:10](=O)[C:9]=2[C:16]2[C:21]([F:22])=[CH:20][C:19]([F:23])=[CH:18][C:17]=2[F:24])[CH:5]=[CH:6][CH:7]=1.P(Cl)(Cl)([Cl:27])=O, predict the reaction product. (2) The product is: [Cl:17][C:18]1[CH:19]=[CH:20][C:21]([OH:27])=[C:22](/[C:24](=[N:2]/[NH:1][C:3]([C:5]2[CH:6]=[C:7]([S:11]([N:14]([CH3:16])[CH3:15])(=[O:13])=[O:12])[CH:8]=[CH:9][CH:10]=2)=[O:4])/[CH3:25])[CH:23]=1. Given the reactants [NH:1]([C:3]([C:5]1[CH:6]=[C:7]([S:11]([N:14]([CH3:16])[CH3:15])(=[O:13])=[O:12])[CH:8]=[CH:9][CH:10]=1)=[O:4])[NH2:2].[Cl:17][C:18]1[CH:19]=[CH:20][C:21]([OH:27])=[C:22]([C:24](=O)[CH3:25])[CH:23]=1, predict the reaction product. (3) Given the reactants [C:1]([S:9][CH2:10][C:11]([OH:13])=[O:12])(=[S:8])[C:2]1[CH:7]=[CH:6][CH:5]=[CH:4][CH:3]=1.S(Cl)(Cl)=O.[CH3:18]O, predict the reaction product. The product is: [CH3:18][O:12][C:11](=[O:13])[CH2:10][S:9][C:1](=[S:8])[C:2]1[CH:7]=[CH:6][CH:5]=[CH:4][CH:3]=1. (4) Given the reactants C([N:8]1[CH2:13][C@H:12]([CH3:14])[CH2:11][C@H:10]([NH:15][C:16](=[O:22])[O:17][C:18]([CH3:21])([CH3:20])[CH3:19])[CH2:9]1)C1C=CC=CC=1, predict the reaction product. The product is: [CH3:14][C@H:12]1[CH2:13][NH:8][CH2:9][C@@H:10]([NH:15][C:16](=[O:22])[O:17][C:18]([CH3:21])([CH3:20])[CH3:19])[CH2:11]1. (5) Given the reactants C[O:2][C:3](=O)[C@H:4]([CH:26]([CH3:28])[CH3:27])[NH:5][CH:6]([C:10]1[CH:15]=[CH:14][CH:13]=[CH:12][C:11]=1[C:16]1[C:20]2[CH:21]=[CH:22][C:23](F)=[CH:24][C:19]=2[O:18][N:17]=1)[CH2:7][CH:8]=[CH2:9], predict the reaction product. The product is: [O:18]1[C:19]2[CH:24]=[CH:23][CH:22]=[CH:21][C:20]=2[C:16]([C:11]2[CH:12]=[CH:13][CH:14]=[CH:15][C:10]=2[CH:6]([NH:5][CH:4]([CH:26]([CH3:28])[CH3:27])[CH2:3][OH:2])[CH2:7][CH:8]=[CH2:9])=[N:17]1. (6) Given the reactants CC(C)=[O:3].[ClH:5].[NH2:6][C:7]1[C:12]([C:13]2[CH:18]=[CH:17][C:16]([NH:19][C:20]([C:22]3[C:27](=[O:28])[C:26]([C:29]4[CH:34]=[CH:33][C:32]([F:35])=[CH:31][CH:30]=4)=[CH:25][N:24]([CH2:36][C:37]([F:40])([F:39])[F:38])[CH:23]=3)=[O:21])=[CH:15][CH:14]=2)=[CH:11][C:10]([C:41]2[CH:46]=[CH:45][C:44]([O:47][CH3:48])=[C:43]([O:49][CH3:50])[CH:42]=2)=[CH:9][N:8]=1, predict the reaction product. The product is: [OH2:3].[OH2:21].[ClH:5].[NH2:6][C:7]1[C:12]([C:13]2[CH:14]=[CH:15][C:16]([NH:19][C:20]([C:22]3[C:27](=[O:28])[C:26]([C:29]4[CH:30]=[CH:31][C:32]([F:35])=[CH:33][CH:34]=4)=[CH:25][N:24]([CH2:36][C:37]([F:38])([F:39])[F:40])[CH:23]=3)=[O:21])=[CH:17][CH:18]=2)=[CH:11][C:10]([C:41]2[CH:46]=[CH:45][C:44]([O:47][CH3:48])=[C:43]([O:49][CH3:50])[CH:42]=2)=[CH:9][N:8]=1. (7) Given the reactants [NH2:1][C@@H:2]1[CH2:5][C@H:4]([C:6]([OH:8])=[O:7])[C:3]1([CH3:10])[CH3:9].C(N(CC)CC)C.[C:18]([O:21][C@H:22]1[CH2:39][CH2:38][C@@:37]2([CH3:40])[C@@H:24]([CH2:25][CH2:26][C@:27]3([CH3:51])[C@@H:36]2[CH2:35][CH2:34][C@H:33]2[C@@:28]3([CH3:50])[CH2:29][CH2:30][C@@:31]3([C:47](Cl)=[O:48])[CH2:43][CH2:42][C@@H:41]([C:44]([CH3:46])=[CH2:45])[C@@H:32]32)[C:23]1([CH3:53])[CH3:52])(=[O:20])[CH3:19], predict the reaction product. The product is: [C:18]([O:21][C@H:22]1[CH2:39][CH2:38][C@@:37]2([CH3:40])[C@@H:24]([CH2:25][CH2:26][C@:27]3([CH3:51])[C@@H:36]2[CH2:35][CH2:34][C@H:33]2[C@@:28]3([CH3:50])[CH2:29][CH2:30][C@@:31]3([C:47]([NH:1][C@@H:2]4[CH2:5][C@H:4]([C:6]([OH:8])=[O:7])[C:3]4([CH3:10])[CH3:9])=[O:48])[CH2:43][CH2:42][C@@H:41]([C:44]([CH3:46])=[CH2:45])[C@@H:32]32)[C:23]1([CH3:53])[CH3:52])(=[O:20])[CH3:19]. (8) The product is: [CH3:1][O:2][C:3]1[CH:8]=[CH:7][C:6]([CH2:9][NH:10][C:12]2[CH:17]=[CH:16][CH:15]=[C:14]([O:18][C:19]3[CH:24]=[CH:23][CH:22]=[CH:21][CH:20]=3)[N:13]=2)=[CH:5][CH:4]=1. Given the reactants [CH3:1][O:2][C:3]1[CH:8]=[CH:7][C:6]([CH2:9][NH2:10])=[CH:5][CH:4]=1.Cl[C:12]1[CH:17]=[CH:16][CH:15]=[C:14]([O:18][C:19]2[CH:24]=[CH:23][CH:22]=[CH:21][CH:20]=2)[N:13]=1, predict the reaction product.